Dataset: Forward reaction prediction with 1.9M reactions from USPTO patents (1976-2016). Task: Predict the product of the given reaction. Given the reactants [CH3:1][S:2]([C:5]1[N:10]=[CH:9][C:8]([O:11][C:12]2[CH:13]=[C:14]3[C:18](=[CH:19][CH:20]=2)[NH:17][C:16]([C:21]([O:23]CC)=[O:22])=[CH:15]3)=[CH:7][CH:6]=1)(=[O:4])=[O:3].[OH-].[Na+], predict the reaction product. The product is: [CH3:1][S:2]([C:5]1[N:10]=[CH:9][C:8]([O:11][C:12]2[CH:13]=[C:14]3[C:18](=[CH:19][CH:20]=2)[NH:17][C:16]([C:21]([OH:23])=[O:22])=[CH:15]3)=[CH:7][CH:6]=1)(=[O:3])=[O:4].